Dataset: Experimentally validated miRNA-target interactions with 360,000+ pairs, plus equal number of negative samples. Task: Binary Classification. Given a miRNA mature sequence and a target amino acid sequence, predict their likelihood of interaction. The miRNA is mmu-miR-3087-3p with sequence UAACUCACUGUCAUGUCCUCA. The protein sequence of the target gene is MILTSVLGSGPRSWSSLWPLLGSSLSLRARSTSATDTHHVELARERSKTVTSFYNQSAIDVAAEKPSVRLTPTMMLYSGRSQDGSHLLKSGRYLQQELPVRIAHRIKGFRSLPFIIGCNPTILHVHELYIRAFQKLTDFPPIKDQADEAQYCQLVRQLLDDHKDVVTLLAEGLRESRKHIQDEKLVRYFLDKTLTSRLGIRMLATHHLALHEDKPDFVGIICTRLSPKKIIEKWVDFARRLCEHKYGNAPRVRINGHVAARFPFIPMPLDYILPELLKNAMRATMESHLDTPYNVPDVVI.... Result: 1 (interaction).